Dataset: Forward reaction prediction with 1.9M reactions from USPTO patents (1976-2016). Task: Predict the product of the given reaction. (1) Given the reactants [NH2:1][C:2]1[CH:7]=[CH:6][C:5]([S:8]([C:11]2[CH:12]=[C:13]([C:18]([NH2:20])=[O:19])[S:14][C:15]=2[S:16][CH3:17])(=[O:10])=[O:9])=[CH:4][C:3]=1Br.[CH3:22][C:23]1[CH:28]=[CH:27][CH:26]=[CH:25][C:24]=1B(O)O.C([O-])([O-])=O.[Na+].[Na+], predict the reaction product. The product is: [NH2:1][C:2]1[C:3]([C:24]2[CH:25]=[CH:26][CH:27]=[CH:28][C:23]=2[CH3:22])=[CH:4][C:5]([S:8]([C:11]2[CH:12]=[C:13]([C:18]([NH2:20])=[O:19])[S:14][C:15]=2[S:16][CH3:17])(=[O:10])=[O:9])=[CH:6][CH:7]=1. (2) Given the reactants [F:1][C:2]([F:22])([F:21])[O:3][C:4]1[CH:9]=[CH:8][C:7]([C:10]2[C:11]3[O:18][C:17]([CH:19]=O)=[CH:16][C:12]=3[CH:13]=[N:14][CH:15]=2)=[CH:6][CH:5]=1.[CH2:23]1[S:29][C:27](=[O:28])[NH:26][C:24]1=[O:25].NCCC(O)=O, predict the reaction product. The product is: [F:22][C:2]([F:21])([F:1])[O:3][C:4]1[CH:5]=[CH:6][C:7]([C:10]2[C:11]3[O:18][C:17](/[CH:19]=[C:23]4/[C:24](=[O:25])[NH:26][C:27](=[O:28])[S:29]/4)=[CH:16][C:12]=3[CH:13]=[N:14][CH:15]=2)=[CH:8][CH:9]=1. (3) Given the reactants [CH3:1][C:2]1[NH:3][C:4]([CH3:14])=[CH:5][C:6]=1/[CH:7]=[CH:8]/[C:9]([O:11]CC)=[O:10].C(C1NC(/C=C/C(O)=O)=C(C)N=1)C.[OH-].[Li+], predict the reaction product. The product is: [CH3:1][C:2]1[NH:3][C:4]([CH3:14])=[CH:5][C:6]=1/[CH:7]=[CH:8]/[C:9]([OH:11])=[O:10]. (4) The product is: [F:1][C:2]1[C:3]([NH:23][C:24]2[CH:25]=[CH:26][CH:27]=[CH:28][CH:29]=2)=[N:4][C:5]([NH:8][C:9]2[CH:10]=[C:11]([NH:17][C:18](=[O:22])[C:19]([C:20]#[N:21])=[CH:33][CH:30]3[CH2:32][CH2:31]3)[CH:12]=[CH:13][C:14]=2[O:15][CH3:16])=[N:6][CH:7]=1. Given the reactants [F:1][C:2]1[C:3]([NH:23][C:24]2[CH:29]=[CH:28][CH:27]=[CH:26][CH:25]=2)=[N:4][C:5]([NH:8][C:9]2[CH:10]=[C:11]([NH:17][C:18](=[O:22])[CH2:19][C:20]#[N:21])[CH:12]=[CH:13][C:14]=2[O:15][CH3:16])=[N:6][CH:7]=1.[CH:30]1([CH:33]=O)[CH2:32][CH2:31]1.C(O)(=O)C.N1CCCCC1, predict the reaction product. (5) Given the reactants Cl.[F:2][C:3]1[CH:8]=[CH:7][C:6]([NH:9][C:10]2[CH:11]=[CH:12][C:13]([CH2:16][NH:17][C:18]([C:20]3([NH2:23])[CH2:22][CH2:21]3)=[O:19])=[N:14][CH:15]=2)=[C:5]([C:24]([F:27])([F:26])[F:25])[CH:4]=1.[NH2:28][C:29]1[CH:33]=[C:32]([C:34](O)=[O:35])[O:31][N:30]=1, predict the reaction product. The product is: [F:2][C:3]1[CH:8]=[CH:7][C:6]([NH:9][C:10]2[CH:11]=[CH:12][C:13]([CH2:16][NH:17][C:18]([C:20]3([NH:23][C:34]([C:32]4[O:31][N:30]=[C:29]([NH2:28])[CH:33]=4)=[O:35])[CH2:21][CH2:22]3)=[O:19])=[N:14][CH:15]=2)=[C:5]([C:24]([F:27])([F:25])[F:26])[CH:4]=1. (6) Given the reactants [Cl:1][C:2]1[CH:3]=[CH:4][C:5]([O:19][CH2:20][C:21]2[CH:26]=[CH:25][CH:24]=[CH:23][CH:22]=2)=[C:6]([CH2:8][N:9]2[C:13]([CH3:14])=[CH:12][C:11]([S:15]([NH2:18])(=[O:17])=[O:16])=[N:10]2)[CH:7]=1.[C:27](O)(=[O:34])[C:28]1[CH:33]=[CH:32][CH:31]=[CH:30][CH:29]=1.CN(C)CCCN=C=NCC.ClCCl.O1CCCC1, predict the reaction product. The product is: [Cl:1][C:2]1[CH:3]=[CH:4][C:5]([O:19][CH2:20][C:21]2[CH:22]=[CH:23][CH:24]=[CH:25][CH:26]=2)=[C:6]([CH2:8][N:9]2[C:13]([CH3:14])=[CH:12][C:11]([S:15]([NH:18][C:27](=[O:34])[C:28]3[CH:33]=[CH:32][CH:31]=[CH:30][CH:29]=3)(=[O:16])=[O:17])=[N:10]2)[CH:7]=1. (7) The product is: [OH:10][CH:7]([C:1]1[CH:6]=[CH:5][CH:4]=[CH:3][CH:2]=1)[CH2:8][O:9][C:4]1[CH:5]=[CH:6][C:1]([CH2:7][CH2:8][N:11]2[CH2:16][CH2:15][CH:14]([C:17]([NH2:19])=[O:18])[CH2:13][CH2:12]2)=[CH:2][CH:3]=1. Given the reactants [C:1]1([CH:7]([OH:10])[CH2:8][OH:9])[CH:6]=[CH:5][CH:4]=[CH:3][CH:2]=1.[NH:11]1[CH2:16][CH2:15][CH:14]([C:17]([NH2:19])=[O:18])[CH2:13][CH2:12]1, predict the reaction product.